From a dataset of Peptide-MHC class I binding affinity with 185,985 pairs from IEDB/IMGT. Regression. Given a peptide amino acid sequence and an MHC pseudo amino acid sequence, predict their binding affinity value. This is MHC class I binding data. (1) The peptide sequence is SHLECRTFF. The MHC is HLA-B15:09 with pseudo-sequence HLA-B15:09. The binding affinity (normalized) is 0.0847. (2) The peptide sequence is YVAGITLTH. The MHC is HLA-B39:01 with pseudo-sequence HLA-B39:01. The binding affinity (normalized) is 0.0847. (3) The peptide sequence is AAVEQAVPI. The MHC is H-2-Db with pseudo-sequence H-2-Db. The binding affinity (normalized) is 0.329. (4) The peptide sequence is LLKLWIDKV. The MHC is HLA-A26:01 with pseudo-sequence HLA-A26:01. The binding affinity (normalized) is 0.0847. (5) The peptide sequence is SPRTLNAWV. The MHC is HLA-A31:01 with pseudo-sequence HLA-A31:01. The binding affinity (normalized) is 0. (6) The peptide sequence is AKATGRYNL. The binding affinity (normalized) is 0.0847. The MHC is HLA-B15:17 with pseudo-sequence HLA-B15:17.